Dataset: Reaction yield outcomes from USPTO patents with 853,638 reactions. Task: Predict the reaction yield, written as a fraction of the theoretical maximum amount of product (1.0 means a 100% yield; for example, 0.34 means a 34% yield). (1) The reactants are I[C:2]1[C:10]2[C:5](=[CH:6][C:7]([C@H:11]3[C@@:13]4([C:21]5[C:16](=[CH:17][CH:18]=[CH:19][CH:20]=5)[N:15]([CH3:22])[C:14]4=[O:23])[CH2:12]3)=[CH:8][CH:9]=2)[NH:4][N:3]=1.CC1(C)C(C)(C)OB([C:32]2[CH:37]=[CH:36][C:35]([N:38]3[CH2:43][CH2:42][N:41](C(OC(C)(C)C)=O)[CH2:40][CH2:39]3)=[CH:34][CH:33]=2)O1.[C:52]([OH:58])([C:54]([F:57])([F:56])[F:55])=[O:53]. The catalyst is C(Cl)Cl. The product is [F:55][C:54]([F:57])([F:56])[C:52]([OH:58])=[O:53].[CH3:22][N:15]1[C:16]2[C:21](=[CH:20][CH:19]=[CH:18][CH:17]=2)[C@:13]2([CH2:12][C@H:11]2[C:7]2[CH:6]=[C:5]3[C:10]([C:2]([C:32]4[CH:33]=[CH:34][C:35]([N:38]5[CH2:39][CH2:40][NH:41][CH2:42][CH2:43]5)=[CH:36][CH:37]=4)=[N:3][NH:4]3)=[CH:9][CH:8]=2)[C:14]1=[O:23]. The yield is 0.110. (2) The reactants are [Br:1][C:2]1[CH:3]=[N:4][CH:5]=[C:6]2[C:11]=1[N:10]=[C:9]([C:12]([OH:14])=O)[CH:8]=[CH:7]2.[CH3:15][N:16](C(ON1N=NC2C=CC=NC1=2)=[N+](C)C)C.F[P-](F)(F)(F)(F)F.CN.C1COCC1.CCN(C(C)C)C(C)C. The catalyst is CN(C=O)C. The product is [Br:1][C:2]1[CH:3]=[N:4][CH:5]=[C:6]2[C:11]=1[N:10]=[C:9]([C:12]([NH:16][CH3:15])=[O:14])[CH:8]=[CH:7]2. The yield is 0.970. (3) The reactants are C1(P(C2C=CC=CC=2)C2C=CC=CC=2)C=CC=CC=1.BrN1C(=O)CCC1=O.[Cl:28][C:29]1[CH:30]=[C:31]([C@@H:39]([CH2:43][CH:44]2[CH2:48][CH2:47][CH2:46][CH2:45]2)[C:40]([OH:42])=O)[CH:32]=[CH:33][C:34]=1[S:35]([CH3:38])(=[O:37])=[O:36].[NH2:49][C:50]1[S:51][CH:52]=[CH:53][N:54]=1.N1C=CC=CC=1. The catalyst is C(Cl)Cl.O. The product is [Cl:28][C:29]1[CH:30]=[C:31]([C@@H:39]([CH2:43][CH:44]2[CH2:48][CH2:47][CH2:46][CH2:45]2)[C:40]([NH:49][C:50]2[S:51][CH:52]=[CH:53][N:54]=2)=[O:42])[CH:32]=[CH:33][C:34]=1[S:35]([CH3:38])(=[O:36])=[O:37]. The yield is 0.810. (4) The reactants are [NH2:1][CH2:2][C@@H:3]([NH:11][C:12](=[O:18])[O:13][C:14]([CH3:17])([CH3:16])[CH3:15])[CH2:4][CH:5]1[CH2:10][CH2:9][CH2:8][CH2:7][CH2:6]1.C([O-])(O)=O.[Na+].Cl[C:25]([O:27][C:28]1[CH:33]=[CH:32][C:31]([N+:34]([O-:36])=[O:35])=[CH:30][CH:29]=1)=[O:26]. The catalyst is CC#N.C1COCC1. The product is [N+:34]([C:31]1[CH:32]=[CH:33][C:28]([O:27][C:25]([NH:1][CH2:2][C@@H:3]([NH:11][C:12](=[O:18])[O:13][C:14]([CH3:15])([CH3:17])[CH3:16])[CH2:4][CH:5]2[CH2:10][CH2:9][CH2:8][CH2:7][CH2:6]2)=[O:26])=[CH:29][CH:30]=1)([O-:36])=[O:35]. The yield is 0.670. (5) The reactants are O1CCCCC1[N:7]1[C:15]2[C:10](=[CH:11][C:12]([C:16]3[N:20]=[CH:19][N:18](C(C4C=CC=CC=4)(C4C=CC=CC=4)C4C=CC=CC=4)[N:17]=3)=[CH:13][CH:14]=2)[C:9]([C:40]2[CH:45]=[CH:44][C:43]([NH2:46])=[CH:42][CH:41]=2)=[N:8]1.Cl.[C:48](Cl)(=O)[C:49]1[CH:54]=[CH:53][CH:52]=[N:51][CH:50]=1.C(N(CC)CC)C.[O:64]1CCC[CH2:65]1. No catalyst specified. The product is [NH:18]1[CH:19]=[N:20][C:16]([C:12]2[CH:11]=[C:10]3[C:15](=[CH:14][CH:13]=2)[NH:7][N:8]=[C:9]3[C:40]2[CH:45]=[CH:44][C:43]([NH:46][C:65](=[O:64])[CH2:48][C:49]3[CH:50]=[N:51][CH:52]=[CH:53][CH:54]=3)=[CH:42][CH:41]=2)=[N:17]1. The yield is 0.560. (6) The reactants are [CH3:1][O:2][C:3](=[O:22])[C:4]1[C:9]([CH3:10])=[CH:8][C:7]([C:11]2[CH:16]=[CH:15][CH:14]=[C:13]([C:17]([F:20])([F:19])[F:18])[CH:12]=2)=[N:6][C:5]=1[OH:21].[CH3:23]OC(C1C(=O)NC(C2C=CC=C(C(F)(F)F)C=2)=CC=1C)=O.C(=O)([O-])[O-].[Cs+].[Cs+].IC. The catalyst is CN(C=O)C. The product is [CH3:1][O:2][C:3]([C:4]1[C:5](=[O:21])[N:6]([CH3:23])[C:7]([C:11]2[CH:16]=[CH:15][CH:14]=[C:13]([C:17]([F:18])([F:19])[F:20])[CH:12]=2)=[CH:8][C:9]=1[CH3:10])=[O:22]. The yield is 0.330. (7) The reactants are [CH3:1][O:2][C:3]([C:5]1[C:13]2[C:8](=[N:9][CH:10]=[CH:11][CH:12]=2)[N:7]([S:14]([C:17]2[CH:22]=[CH:21][CH:20]=[CH:19][CH:18]=2)(=[O:16])=[O:15])[C:6]=1[CH2:23]Br)=[O:4].[C:25]([CH2:27][NH:28][S:29]([C:32]1[CH:37]=[CH:36][C:35]([CH3:38])=[CH:34][CH:33]=1)(=[O:31])=[O:30])#[N:26].[H-].[Na+]. The catalyst is C1COCC1.C(Cl)Cl.C(=O)([O-])[O-].[Na+].[Na+]. The product is [CH3:1][O:2][C:3]([C:5]1[C:13]2[C:8](=[N:9][CH:10]=[CH:11][CH:12]=2)[N:7]([S:14]([C:17]2[CH:22]=[CH:21][CH:20]=[CH:19][CH:18]=2)(=[O:16])=[O:15])[C:6]=1[CH2:23][N:28]([CH2:27][C:25]#[N:26])[S:29]([C:32]1[CH:33]=[CH:34][C:35]([CH3:38])=[CH:36][CH:37]=1)(=[O:31])=[O:30])=[O:4]. The yield is 0.800. (8) The reactants are [F:1][C:2]1[C:3]([NH:21][C:22]2[CH:26]=[C:25]([O:27][CH:28]([CH3:30])[CH3:29])[NH:24][N:23]=2)=[N:4][C:5]([NH:10][C@H:11]([C:14]2[CH:19]=[CH:18][C:17]([F:20])=[CH:16][CH:15]=2)[CH2:12][OH:13])=[C:6]([CH:9]=1)[C:7]#[N:8].Cl.N#N. The catalyst is CO.[Pd]. The product is [NH2:8][CH2:7][C:6]1[C:5]([NH:10][C@H:11]([C:14]2[CH:19]=[CH:18][C:17]([F:20])=[CH:16][CH:15]=2)[CH2:12][OH:13])=[N:4][C:3]([NH:21][C:22]2[CH:26]=[C:25]([O:27][CH:28]([CH3:30])[CH3:29])[NH:24][N:23]=2)=[C:2]([F:1])[CH:9]=1. The yield is 0.660. (9) The reactants are [CH2:1]([O:8][C:9]([N:11]1[CH2:15][CH2:14][CH2:13][CH:12]1[C:16]([N:18]1[CH2:22][CH2:21][CH2:20][C@:19]1([CH2:26][C:27]1[CH:32]=[CH:31][CH:30]=[C:29]([O:33][CH3:34])[CH:28]=1)[C:23](O)=[O:24])=[O:17])=[O:10])[C:2]1[CH:7]=[CH:6][CH:5]=[CH:4][CH:3]=1.CCN=C=NCCCN(C)C.Cl.C1C=CC2N(O)N=NC=2C=1.CCN(C(C)C)C(C)C.[NH2:66][C@@H:67]([C@H:71]([OH:73])[CH3:72])[C:68]([NH2:70])=[O:69]. The catalyst is C(Cl)Cl. The product is [NH2:70][C:68](=[O:69])[C@@H:67]([NH:66][C:23]([C:19]1([CH2:26][C:27]2[CH:32]=[CH:31][CH:30]=[C:29]([O:33][CH3:34])[CH:28]=2)[CH2:20][CH2:21][CH2:22][N:18]1[C:16]([C@@H:12]1[CH2:13][CH2:14][CH2:15][N:11]1[C:9]([O:8][CH2:1][C:2]1[CH:7]=[CH:6][CH:5]=[CH:4][CH:3]=1)=[O:10])=[O:17])=[O:24])[C@H:71]([OH:73])[CH3:72]. The yield is 0.610.